Dataset: NCI-60 drug combinations with 297,098 pairs across 59 cell lines. Task: Regression. Given two drug SMILES strings and cell line genomic features, predict the synergy score measuring deviation from expected non-interaction effect. Drug 2: COC1=C2C(=CC3=C1OC=C3)C=CC(=O)O2. Cell line: UACC-257. Drug 1: C1CN1C2=NC(=NC(=N2)N3CC3)N4CC4. Synergy scores: CSS=9.42, Synergy_ZIP=-5.00, Synergy_Bliss=-2.02, Synergy_Loewe=-6.96, Synergy_HSA=-1.52.